This data is from Reaction yield outcomes from USPTO patents with 853,638 reactions. The task is: Predict the reaction yield, written as a fraction of the theoretical maximum amount of product (1.0 means a 100% yield; for example, 0.34 means a 34% yield). (1) The yield is 0.490. The reactants are [N:1]1[C:2]([C:10]([O:12]CC)=O)=[N:3][N:4]2[CH:9]=[CH:8][CH:7]=[CH:6][C:5]=12.[C:15]([O:18][CH2:19][CH3:20])(=[O:17])[CH3:16].C[Si]([N-][Si](C)(C)C)(C)C.[Li+]. The catalyst is C1COCC1. The product is [N:1]1[C:2]([C:10](=[O:12])[CH2:16][C:15]([O:18][CH2:19][CH3:20])=[O:17])=[N:3][N:4]2[CH:9]=[CH:8][CH:7]=[CH:6][C:5]=12. (2) The reactants are [C:1]([O:5][C:6]([N:8]1[CH2:11][CH:10]([O:12][C:13]2[CH:18]=[C:17]([Cl:19])[CH:16]=[CH:15][C:14]=2[OH:20])[CH2:9]1)=[O:7])([CH3:4])([CH3:3])[CH3:2].[H-].[Na+].[Cl:23][C:24]1[CH:25]=[C:26]([CH2:30][CH2:31]OS(C)(=O)=O)[CH:27]=[CH:28][CH:29]=1. The catalyst is CN(C=O)C.O. The product is [C:1]([O:5][C:6]([N:8]1[CH2:9][CH:10]([O:12][C:13]2[CH:18]=[C:17]([Cl:19])[CH:16]=[CH:15][C:14]=2[O:20][CH2:31][CH2:30][C:26]2[CH:27]=[CH:28][CH:29]=[C:24]([Cl:23])[CH:25]=2)[CH2:11]1)=[O:7])([CH3:4])([CH3:2])[CH3:3]. The yield is 0.540. (3) The reactants are [CH2:1]([N:8]1[C:16]2[C:15](=[O:17])[NH:14][C:13](=[O:18])[N:12]([CH2:19][O:20][CH2:21][CH2:22][Si:23]([CH3:26])([CH3:25])[CH3:24])[C:11]=2[N:10]=[C:9]1[Cl:27])[C:2]1[CH:7]=[CH:6][CH:5]=[CH:4][CH:3]=1.BrC1N(CC2C=CC(Cl)=CC=2)C2C(=O)N([CH2:47][CH2:48][CH2:49][O:50][CH:51]3[CH2:56][CH2:55][CH2:54][CH2:53][O:52]3)C(=O)N(C)C=2N=1.C(=O)([O-])[O-].[K+].[K+]. The catalyst is CN(C=O)C.C(OCC)(=O)C.O. The product is [CH2:1]([N:8]1[C:16]2[C:15](=[O:17])[N:14]([CH2:47][CH2:48][CH2:49][O:50][CH:51]3[CH2:56][CH2:55][CH2:54][CH2:53][O:52]3)[C:13](=[O:18])[N:12]([CH2:19][O:20][CH2:21][CH2:22][Si:23]([CH3:24])([CH3:26])[CH3:25])[C:11]=2[N:10]=[C:9]1[Cl:27])[C:2]1[CH:7]=[CH:6][CH:5]=[CH:4][CH:3]=1. The yield is 0.933. (4) The reactants are [OH:1][CH2:2][C@H:3]([NH:5][C:6]1[C:7]2[S:24][C:23](=[O:25])[NH:22][C:8]=2[N:9]=[C:10]([S:12]([CH2:15][C:16]2C=C[CH:19]=[CH:18][CH:17]=2)(=O)=O)[N:11]=1)[CH3:4].[S:26]1C=CC=C1CS. No catalyst specified. The product is [OH:1][CH2:2][C@H:3]([NH:5][C:6]1[C:7]2[S:24][C:23](=[O:25])[NH:22][C:8]=2[N:9]=[C:10]([S:12][CH2:15][C:16]2[S:26][CH:19]=[CH:18][CH:17]=2)[N:11]=1)[CH3:4]. The yield is 0.0300. (5) The product is [CH3:54][S:55][C:56]1[CH:61]=[CH:60][C:59]([CH2:62][O:15][C:16]2[CH:21]=[N:20][C:19]([N:22]3[CH2:23][CH2:24][N:25]([C:28]([O:30][C:31]([CH3:34])([CH3:33])[CH3:32])=[O:29])[CH2:26][CH2:27]3)=[N:18][CH:17]=2)=[CH:58][CH:57]=1. The reactants are N(C(OC(C)C)=O)=NC(OC(C)C)=O.[OH:15][C:16]1[CH:17]=[N:18][C:19]([N:22]2[CH2:27][CH2:26][N:25]([C:28]([O:30][C:31]([CH3:34])([CH3:33])[CH3:32])=[O:29])[CH2:24][CH2:23]2)=[N:20][CH:21]=1.C1(P(C2C=CC=CC=2)C2C=CC=CC=2)C=CC=CC=1.[CH3:54][S:55][C:56]1[CH:61]=[CH:60][C:59]([CH2:62]O)=[CH:58][CH:57]=1. The yield is 0.340. The catalyst is O1CCCC1. (6) The reactants are [C:1]([O:5][C:6]([N:8]([CH:23]([CH3:25])[CH3:24])/[CH:9]=[C:10](\[C:16]1[CH:21]=[CH:20][C:19]([Cl:22])=[CH:18][CH:17]=1)/[C:11]([O:13]CC)=[O:12])=[O:7])([CH3:4])([CH3:3])[CH3:2].O.[OH-].[Na+]. The catalyst is CCO. The product is [C:1]([O:5][C:6]([N:8]([CH:23]([CH3:25])[CH3:24])/[CH:9]=[C:10](\[C:16]1[CH:21]=[CH:20][C:19]([Cl:22])=[CH:18][CH:17]=1)/[C:11]([OH:13])=[O:12])=[O:7])([CH3:3])([CH3:4])[CH3:2]. The yield is 0.905. (7) The reactants are N[C:2]1[CH:11]=[C:10]([Br:12])[CH:9]=[CH:8][C:3]=1[C:4](OC)=[O:5].N([O-])=O.[Na+].[S:17](=[O:19])=[O:18].[OH-].[NH4+:21]. The catalyst is Cl.O.O1CCCC1.[Cu]Cl. The product is [Br:12][C:10]1[CH:9]=[CH:8][C:3]2[C:4](=[O:5])[NH:21][S:17](=[O:19])(=[O:18])[C:2]=2[CH:11]=1. The yield is 0.100.